This data is from TCR-epitope binding with 47,182 pairs between 192 epitopes and 23,139 TCRs. The task is: Binary Classification. Given a T-cell receptor sequence (or CDR3 region) and an epitope sequence, predict whether binding occurs between them. The epitope is LPPIVAKEI. The TCR CDR3 sequence is CASSLYGDTYNSPLHF. Result: 0 (the TCR does not bind to the epitope).